Dataset: Full USPTO retrosynthesis dataset with 1.9M reactions from patents (1976-2016). Task: Predict the reactants needed to synthesize the given product. (1) Given the product [CH:24]([C:21]1[CH:22]=[CH:23][C:18]([N:13]2[CH2:14][CH2:15][CH:10]([CH2:9][O:8][CH:5]([CH2:6][CH3:7])[C:4]([O:3][CH2:1][CH3:2])=[O:16])[CH2:11][CH2:12]2)=[N:19][CH:20]=1)=[O:25], predict the reactants needed to synthesize it. The reactants are: [CH2:1]([O:3][C:4](=[O:16])[CH:5]([O:8][CH2:9][CH:10]1[CH2:15][CH2:14][NH:13][CH2:12][CH2:11]1)[CH2:6][CH3:7])[CH3:2].F[C:18]1[CH:23]=[CH:22][C:21]([CH:24]=[O:25])=[CH:20][N:19]=1.C(N(C(C)C)CC)(C)C. (2) Given the product [CH:17]1([CH2:16][C@H:3]([N:2]2[CH2:31][C:23]3[C:24](=[CH:29][CH:30]=[C:21]([C:53]4[N:49]([CH3:48])[N:50]=[CH:51][CH:52]=4)[CH:22]=3)[C:25]2=[O:27])[CH2:4][N:5]2[C:6](=[O:15])[C:7]3[C:12](=[CH:11][CH:10]=[CH:9][CH:8]=3)[C:13]2=[O:14])[CH2:19][CH2:18]1, predict the reactants needed to synthesize it. The reactants are: Cl.[NH2:2][C@@H:3]([CH2:16][CH:17]1[CH2:19][CH2:18]1)[CH2:4][N:5]1[C:13](=[O:14])[C:12]2[C:7](=[CH:8][CH:9]=[CH:10][CH:11]=2)[C:6]1=[O:15].Br[C:21]1[CH:30]=[CH:29][C:24]([C:25]([O:27]C)=O)=[C:23]([CH2:31]Br)[CH:22]=1.C(N(CC)C(C)C)(C)C.O1CCOCC1.[CH3:48][N:49]1[C:53](B2OC(C)(C)C(C)(C)O2)=[CH:52][CH:51]=[N:50]1. (3) Given the product [CH2:19]([O:18][CH:12]([CH2:11][C:8]1[CH:9]=[CH:10][C:5]([O:4][CH2:3][CH2:2][N:28]2[C:29]3[CH:35]=[CH:34][CH:33]=[CH:32][C:30]=3[N:31]=[C:27]2[C:22]([F:21])([F:36])[C:23]([F:26])([F:25])[F:24])=[CH:6][CH:7]=1)[C:13]([O:15][CH2:16][CH3:17])=[O:14])[CH3:20], predict the reactants needed to synthesize it. The reactants are: Br[CH2:2][CH2:3][O:4][C:5]1[CH:10]=[CH:9][C:8]([CH2:11][CH:12]([O:18][CH2:19][CH3:20])[C:13]([O:15][CH2:16][CH3:17])=[O:14])=[CH:7][CH:6]=1.[F:21][C:22]([F:36])([C:27]1[NH:31][C:30]2[CH:32]=[CH:33][CH:34]=[CH:35][C:29]=2[N:28]=1)[C:23]([F:26])([F:25])[F:24].C([O-])([O-])=O.[K+].[K+]. (4) Given the product [OH:11][C@H:12]1[C@@H:15]([C:16]2[CH:21]=[CH:20][CH:19]=[CH:18][CH:17]=2)[NH:14][C:13]1=[O:22], predict the reactants needed to synthesize it. The reactants are: C1COCC1.[OH-].[K+].C([O:11][C@H:12]1[C@@H:15]([C:16]2[CH:21]=[CH:20][CH:19]=[CH:18][CH:17]=2)[NH:14][C:13]1=[O:22])(=O)C.C(=O)(O)[O-].[Na+]. (5) Given the product [CH2:6]([O:13][N:14]1[C:20](=[O:21])[N:19]2[CH2:22][C@H:15]1[CH2:16][CH2:17][C@H:18]2[C:23]1[CH:3]=[C:2]([C:1]([NH2:5])=[O:4])[O:25][N:24]=1)[C:7]1[CH:8]=[CH:9][CH:10]=[CH:11][CH:12]=1, predict the reactants needed to synthesize it. The reactants are: [C:1]([NH2:5])(=[O:4])[C:2]#[CH:3].[CH2:6]([O:13][N:14]1[C:20](=[O:21])[N:19]2[CH2:22][C@H:15]1[CH2:16][CH2:17][C@H:18]2/[C:23](/Cl)=[N:24]/[OH:25])[C:7]1[CH:12]=[CH:11][CH:10]=[CH:9][CH:8]=1.